This data is from Full USPTO retrosynthesis dataset with 1.9M reactions from patents (1976-2016). The task is: Predict the reactants needed to synthesize the given product. (1) Given the product [S:1]1[CH:5]=[CH:4][N:3]=[C:2]1[NH:6][C:7]([C:9]1[CH:10]=[CH:11][C:12]2[NH:13][C:14]3[C:15](=[N:26][NH2:27])[CH2:16][CH2:17][C:18]([CH3:23])([CH3:22])[C:19]=3[C:20]=2[CH:21]=1)=[O:8], predict the reactants needed to synthesize it. The reactants are: [S:1]1[CH:5]=[CH:4][N:3]=[C:2]1[NH:6][C:7]([C:9]1[CH:10]=[CH:11][C:12]2[NH:13][C:14]3[C:15](=O)[CH2:16][CH2:17][C:18]([CH3:23])([CH3:22])[C:19]=3[C:20]=2[CH:21]=1)=[O:8].O.[NH2:26][NH2:27].[O-]S([O-])(=O)=O.[Mg+2]. (2) Given the product [CH3:29][C:26]([CH3:28])([CH3:27])[CH2:25][CH2:24][N:14]1[C:13](=[O:30])[C:12]([C:7]2[NH:6][C:5]3[CH:31]=[CH:32][C:2]([NH:1][S:42]([CH:41]=[CH2:40])(=[O:44])=[O:43])=[CH:3][C:4]=3[S:9](=[O:10])(=[O:11])[N:8]=2)=[C:17]([OH:18])[C:16]([C:19]2[S:20][CH:21]=[CH:22][CH:23]=2)=[N:15]1, predict the reactants needed to synthesize it. The reactants are: [NH2:1][C:2]1[CH:32]=[CH:31][C:5]2[NH:6][C:7]([C:12]3[C:13](=[O:30])[N:14]([CH2:24][CH2:25][C:26]([CH3:29])([CH3:28])[CH3:27])[N:15]=[C:16]([C:19]4[S:20][CH:21]=[CH:22][CH:23]=4)[C:17]=3[OH:18])=[N:8][S:9](=[O:11])(=[O:10])[C:4]=2[CH:3]=1.N1C=CC=CC=1.Cl[CH2:40][CH2:41][S:42](Cl)(=[O:44])=[O:43]. (3) Given the product [C:16]1([NH:15][CH:11]2[CH2:12][CH2:13][N:8]([C:6]([O:5][C:1]([CH3:4])([CH3:3])[CH3:2])=[O:7])[CH2:9][CH2:10]2)[CH:21]=[CH:20][CH:19]=[CH:18][CH:17]=1, predict the reactants needed to synthesize it. The reactants are: [C:1]([O:5][C:6]([N:8]1[CH2:13][CH2:12][C:11](=O)[CH2:10][CH2:9]1)=[O:7])([CH3:4])([CH3:3])[CH3:2].[NH2:15][C:16]1[CH:21]=[CH:20][CH:19]=[CH:18][CH:17]=1.C(O[BH-](OC(=O)C)OC(=O)C)(=O)C.[Na+].[Cl-].[NH4+]. (4) Given the product [Br:1][C:2]1[CH:3]=[C:4]([NH2:12])[C:5]([NH:8][CH:9]([CH3:10])[CH3:11])=[N:6][CH:7]=1, predict the reactants needed to synthesize it. The reactants are: [Br:1][C:2]1[CH:3]=[C:4]([N+:12]([O-])=O)[C:5]([NH:8][CH:9]([CH3:11])[CH3:10])=[N:6][CH:7]=1.O.[Cl-].[NH4+]. (5) Given the product [C:1]([N:4]1[CH2:5][CH2:6][C:7]2([O:31][C:12]3([CH2:32][O:33][S:42]([CH3:41])(=[O:44])=[O:43])[CH2:13][N:14]([S:18]([C:21]4[N:22]([S:18]([C:40]5[CH:39]=[CH:8][CH:7]=[CH:6][CH:5]=5)(=[O:20])=[O:19])[C:23]5[C:28]([CH:29]=4)=[CH:27][C:26]([Cl:30])=[CH:25][CH:24]=5)(=[O:19])=[O:20])[CH2:15][C:16](=[O:17])[N:11]3[CH2:10]2)[CH2:8][CH2:9]1)(=[O:3])[CH3:2], predict the reactants needed to synthesize it. The reactants are: [C:1]([N:4]1[CH2:9][CH2:8][C:7]2([O:31][C:12]3([CH2:32][OH:33])[CH2:13][N:14]([S:18]([C:21]4[NH:22][C:23]5[C:28]([CH:29]=4)=[CH:27][C:26]([Cl:30])=[CH:25][CH:24]=5)(=[O:20])=[O:19])[CH2:15][C:16](=[O:17])[N:11]3[CH2:10]2)[CH2:6][CH2:5]1)(=[O:3])[CH3:2].C(N([CH2:39][CH3:40])CC)C.[CH3:41][S:42](Cl)(=[O:44])=[O:43].C(=O)([O-])O.[Na+]. (6) Given the product [CH:36]1([C:39]2[C:44]([C:45]3[CH:50]=[CH:49][C:48]([F:51])=[CH:47][CH:46]=3)=[C:43]([F:52])[C:42]([O:53][CH2:54][CH3:55])=[C:41]([CH2:56][N:25]3[CH2:24][CH2:23][CH:22]([N:21]4[CH2:20][CH2:19][C:18]5[N:17]=[C:16]([CH2:28][CH2:29][CH3:30])[C:15]([C:31]([O:33][CH2:34][CH3:35])=[O:32])=[CH:14][C:13]=5[C:12]4=[O:11])[CH2:27][CH2:26]3)[CH:40]=2)[CH2:38][CH2:37]1, predict the reactants needed to synthesize it. The reactants are: C(N(CC)CC)C.O.Cl.Cl.[O:11]=[C:12]1[N:21]([CH:22]2[CH2:27][CH2:26][NH:25][CH2:24][CH2:23]2)[CH2:20][CH2:19][C:18]2[N:17]=[C:16]([CH2:28][CH2:29][CH3:30])[C:15]([C:31]([O:33][CH2:34][CH3:35])=[O:32])=[CH:14][C:13]1=2.[CH:36]1([C:39]2[C:44]([C:45]3[CH:50]=[CH:49][C:48]([F:51])=[CH:47][CH:46]=3)=[C:43]([F:52])[C:42]([O:53][CH2:54][CH3:55])=[C:41]([CH:56]=O)[CH:40]=2)[CH2:38][CH2:37]1.[Na]. (7) The reactants are: [Cl:1][C:2]1[CH:7]=[CH:6][C:5]([C:8](=[O:10])[CH3:9])=[C:4]([F:11])[CH:3]=1.CO.S(Cl)([Cl:17])(=O)=O.C(=O)(O)[O-].[Na+]. Given the product [Cl:17][CH2:9][C:8]([C:5]1[CH:6]=[CH:7][C:2]([Cl:1])=[CH:3][C:4]=1[F:11])=[O:10], predict the reactants needed to synthesize it. (8) Given the product [N:1]1([CH:7]2[CH2:8][CH2:9][CH:10]([C:11]([O:13][CH2:14][CH3:15])=[O:12])[CH2:16][CH2:17]2)[CH2:5][CH2:4][CH2:3][C:2]1=[O:6], predict the reactants needed to synthesize it. The reactants are: [N:1]1([C:7]2[CH:17]=[CH:16][C:10]([C:11]([O:13][CH2:14][CH3:15])=[O:12])=[CH:9][CH:8]=2)[CH2:5][CH2:4][CH2:3][C:2]1=[O:6]. (9) Given the product [Cl:1][C:2]1[CH:3]=[CH:4][C:5]([S:8][CH2:9][CH2:10][NH:11][C:18]([CH:15]2[CH2:16][CH2:17][O:12][CH2:13][CH2:14]2)=[O:19])=[CH:6][CH:7]=1, predict the reactants needed to synthesize it. The reactants are: [Cl:1][C:2]1[CH:7]=[CH:6][C:5]([S:8][CH2:9][CH2:10][NH2:11])=[CH:4][CH:3]=1.[O:12]1[CH2:17][CH2:16][CH:15]([C:18](O)=[O:19])[CH2:14][CH2:13]1.C(Cl)CCl.C1C=NC2N(O)N=NC=2C=1. (10) Given the product [I:1][CH2:2][C:3]1[N:4]=[C:5]([C:14]2[CH:19]=[CH:18][CH:17]=[C:16]([O:26][CH3:25])[CH:15]=2)[O:6][C:7]=1[CH3:8], predict the reactants needed to synthesize it. The reactants are: [I:1][CH2:2][C:3]1[N:4]=[C:5]([C:14]2[CH:15]=[C:16](C)[CH:17]=[CH:18][CH:19]=2)[O:6][C:7]=1[C:8]1C=CC=CC=1.C/C(/[C:25](C)=[O:26])=N\O.C(=O)C1C=CC=C(OC)C=1.